Dataset: Reaction yield outcomes from USPTO patents with 853,638 reactions. Task: Predict the reaction yield, written as a fraction of the theoretical maximum amount of product (1.0 means a 100% yield; for example, 0.34 means a 34% yield). The reactants are [CH3:1][O:2][C:3]1[CH:8]=[CH:7][C:6]([C:9](=[O:16])[CH2:10][CH:11]([CH3:15])[C:12]([OH:14])=[O:13])=[CH:5][CH:4]=1.Br.[CH3:18][C:19](O)=O. No catalyst specified. The product is [CH2:18]([O:13][C:12](=[O:14])[CH:11]([CH3:15])[CH2:10][C:9]([C:6]1[CH:5]=[CH:4][C:3]([O:2][CH3:1])=[CH:8][CH:7]=1)=[O:16])[CH3:19]. The yield is 0.930.